This data is from NCI-60 drug combinations with 297,098 pairs across 59 cell lines. The task is: Regression. Given two drug SMILES strings and cell line genomic features, predict the synergy score measuring deviation from expected non-interaction effect. (1) Drug 1: C1=CC(=CC=C1C#N)C(C2=CC=C(C=C2)C#N)N3C=NC=N3. Drug 2: C1=CC=C(C(=C1)C(C2=CC=C(C=C2)Cl)C(Cl)Cl)Cl. Cell line: SF-539. Synergy scores: CSS=-2.72, Synergy_ZIP=0.585, Synergy_Bliss=-5.00, Synergy_Loewe=-11.2, Synergy_HSA=-10.5. (2) Drug 1: C1CN(P(=O)(OC1)NCCCl)CCCl. Drug 2: CC1C(C(CC(O1)OC2CC(CC3=C2C(=C4C(=C3O)C(=O)C5=CC=CC=C5C4=O)O)(C(=O)C)O)N)O. Cell line: COLO 205. Synergy scores: CSS=50.7, Synergy_ZIP=3.16, Synergy_Bliss=2.34, Synergy_Loewe=-64.0, Synergy_HSA=1.37.